Dataset: NCI-60 drug combinations with 297,098 pairs across 59 cell lines. Task: Regression. Given two drug SMILES strings and cell line genomic features, predict the synergy score measuring deviation from expected non-interaction effect. (1) Drug 1: CN(C)C1=NC(=NC(=N1)N(C)C)N(C)C. Drug 2: CC(C)NC(=O)C1=CC=C(C=C1)CNNC.Cl. Cell line: OVCAR-4. Synergy scores: CSS=-3.36, Synergy_ZIP=0.826, Synergy_Bliss=-1.40, Synergy_Loewe=-6.38, Synergy_HSA=-4.76. (2) Drug 1: C1CCN(CC1)CCOC2=CC=C(C=C2)C(=O)C3=C(SC4=C3C=CC(=C4)O)C5=CC=C(C=C5)O. Drug 2: CC1=CC2C(CCC3(C2CCC3(C(=O)C)OC(=O)C)C)C4(C1=CC(=O)CC4)C. Cell line: 786-0. Synergy scores: CSS=-0.245, Synergy_ZIP=5.77, Synergy_Bliss=-0.356, Synergy_Loewe=-2.80, Synergy_HSA=-2.03. (3) Drug 1: C(=O)(N)NO. Drug 2: CC1=C(N=C(N=C1N)C(CC(=O)N)NCC(C(=O)N)N)C(=O)NC(C(C2=CN=CN2)OC3C(C(C(C(O3)CO)O)O)OC4C(C(C(C(O4)CO)O)OC(=O)N)O)C(=O)NC(C)C(C(C)C(=O)NC(C(C)O)C(=O)NCCC5=NC(=CS5)C6=NC(=CS6)C(=O)NCCC[S+](C)C)O. Cell line: HCT116. Synergy scores: CSS=35.6, Synergy_ZIP=1.13, Synergy_Bliss=-0.257, Synergy_Loewe=-25.9, Synergy_HSA=-0.707. (4) Drug 1: CC12CCC3C(C1CCC2O)C(CC4=C3C=CC(=C4)O)CCCCCCCCCS(=O)CCCC(C(F)(F)F)(F)F. Drug 2: COC1=NC(=NC2=C1N=CN2C3C(C(C(O3)CO)O)O)N. Cell line: NCI-H522. Synergy scores: CSS=-4.63, Synergy_ZIP=0.617, Synergy_Bliss=-2.50, Synergy_Loewe=-5.22, Synergy_HSA=-4.72. (5) Drug 1: CCCCCOC(=O)NC1=NC(=O)N(C=C1F)C2C(C(C(O2)C)O)O. Drug 2: COC1=C2C(=CC3=C1OC=C3)C=CC(=O)O2. Cell line: SNB-75. Synergy scores: CSS=0.601, Synergy_ZIP=1.79, Synergy_Bliss=3.93, Synergy_Loewe=1.000, Synergy_HSA=0.921. (6) Drug 1: CC1CCC2CC(C(=CC=CC=CC(CC(C(=O)C(C(C(=CC(C(=O)CC(OC(=O)C3CCCCN3C(=O)C(=O)C1(O2)O)C(C)CC4CCC(C(C4)OC)O)C)C)O)OC)C)C)C)OC. Drug 2: C(CCl)NC(=O)N(CCCl)N=O. Cell line: M14. Synergy scores: CSS=18.1, Synergy_ZIP=-5.77, Synergy_Bliss=-2.99, Synergy_Loewe=-39.8, Synergy_HSA=-0.540. (7) Drug 1: CCC1(CC2CC(C3=C(CCN(C2)C1)C4=CC=CC=C4N3)(C5=C(C=C6C(=C5)C78CCN9C7C(C=CC9)(C(C(C8N6C)(C(=O)OC)O)OC(=O)C)CC)OC)C(=O)OC)O.OS(=O)(=O)O. Drug 2: C1CN(CCN1C(=O)CCBr)C(=O)CCBr. Cell line: U251. Synergy scores: CSS=41.9, Synergy_ZIP=1.42, Synergy_Bliss=2.18, Synergy_Loewe=1.38, Synergy_HSA=2.74.